Dataset: Full USPTO retrosynthesis dataset with 1.9M reactions from patents (1976-2016). Task: Predict the reactants needed to synthesize the given product. The reactants are: [Cl:1][C:2]1[CH:7]=[C:6](Cl)[N:5]=[CH:4][N:3]=1.[C:9]1(B(O)O)[CH:14]=[CH:13][CH:12]=[CH:11][CH:10]=1.C(=O)([O-])[O-].[Na+].[Na+].C(#N)C. Given the product [Cl:1][C:2]1[CH:7]=[C:6]([C:9]2[CH:14]=[CH:13][CH:12]=[CH:11][CH:10]=2)[N:5]=[CH:4][N:3]=1, predict the reactants needed to synthesize it.